This data is from Forward reaction prediction with 1.9M reactions from USPTO patents (1976-2016). The task is: Predict the product of the given reaction. (1) Given the reactants [OH:1][C@H:2]([CH2:7][CH3:8])[C:3]([O:5][CH3:6])=[O:4].[Cl:9][C:10]1[CH:15]=[CH:14][C:13](O)=[CH:12][C:11]=1[CH3:17], predict the reaction product. The product is: [Cl:9][C:10]1[CH:15]=[CH:14][C:13]([O:1][C@@H:2]([CH2:7][CH3:8])[C:3]([O:5][CH3:6])=[O:4])=[CH:12][C:11]=1[CH3:17]. (2) Given the reactants [CH2:1]([O:3][C:4](=[O:12])[C:5]1[CH:10]=[CH:9][C:8](F)=[CH:7][CH:6]=1)[CH3:2].[N:13]1([C:19]([O:21][C:22]([CH3:25])([CH3:24])[CH3:23])=[O:20])[CH2:18][CH2:17][NH:16][CH2:15][CH2:14]1.C(=O)([O-])[O-].[K+].[K+].O, predict the reaction product. The product is: [CH2:1]([O:3][C:4]([C:5]1[CH:10]=[CH:9][C:8]([N:16]2[CH2:15][CH2:14][N:13]([C:19]([O:21][C:22]([CH3:25])([CH3:24])[CH3:23])=[O:20])[CH2:18][CH2:17]2)=[CH:7][CH:6]=1)=[O:12])[CH3:2]. (3) Given the reactants [N+:1]([C:4]1[CH:9]=[CH:8][N:7]=[C:6]2[NH:10][CH:11]=[CH:12][C:5]=12)([O-:3])=[O:2].C1C(=O)N([I:20])C(=O)C1, predict the reaction product. The product is: [I:20][C:12]1[C:5]2[C:6](=[N:7][CH:8]=[CH:9][C:4]=2[N+:1]([O-:3])=[O:2])[NH:10][CH:11]=1. (4) Given the reactants [CH3:1][C:2]1[CH:3]=[C:4]2[C:9](=[CH:10][CH:11]=1)[C:8](=[O:12])[N:7]([C:13]1[CH:14]=[N:15][CH:16]=[CH:17][C:18]=1[CH3:19])[CH2:6][CH2:5]2.[N+:20]([O-])([O-:22])=[O:21].[K+], predict the reaction product. The product is: [CH3:1][C:2]1[CH:3]=[C:4]2[C:9](=[CH:10][C:11]=1[N+:20]([O-:22])=[O:21])[C:8](=[O:12])[N:7]([C:13]1[CH:14]=[N:15][CH:16]=[CH:17][C:18]=1[CH3:19])[CH2:6][CH2:5]2. (5) Given the reactants [Br:1][C:2]1[CH:10]=[CH:9][C:5]([C:6]([OH:8])=[O:7])=[C:4]([NH:11][CH:12]([CH3:14])[CH3:13])[CH:3]=1.[C:15](=O)([O-])[O-].[K+].[K+].CI.O, predict the reaction product. The product is: [Br:1][C:2]1[CH:10]=[CH:9][C:5]([C:6]([O:8][CH3:15])=[O:7])=[C:4]([NH:11][CH:12]([CH3:14])[CH3:13])[CH:3]=1. (6) Given the reactants [Cl:1][C:2]1[CH:3]=[C:4]([C:9]2([CH2:12][O:13][C:14]3[CH:19]=[CH:18][C:17]([O:20][CH3:21])=[CH:16][CH:15]=3)[CH2:11][O:10]2)[CH:5]=[CH:6][C:7]=1[Cl:8].C(=O)([O-])[O-].[K+].[K+].[NH2:28][CH2:29][CH2:30][CH2:31][OH:32].[C:33](O[C:33]([O:35][C:36]([CH3:39])([CH3:38])[CH3:37])=[O:34])([O:35][C:36]([CH3:39])([CH3:38])[CH3:37])=[O:34], predict the reaction product. The product is: [Cl:1][C:2]1[CH:3]=[C:4]([C:9]([OH:10])([CH2:12][O:13][C:14]2[CH:19]=[CH:18][C:17]([O:20][CH3:21])=[CH:16][CH:15]=2)[CH2:11][N:28]([CH2:29][CH2:30][CH2:31][OH:32])[C:33](=[O:34])[O:35][C:36]([CH3:39])([CH3:38])[CH3:37])[CH:5]=[CH:6][C:7]=1[Cl:8]. (7) Given the reactants [NH2:1][C:2]1[CH:3]=[CH:4][CH:5]=[C:6]2[C:10]=1[C:9](=[O:11])[N:8]([CH:12]([C:18]1[CH:23]=[CH:22][C:21]([O:24][CH3:25])=[C:20]([O:26][CH2:27][CH3:28])[CH:19]=1)[CH2:13][S:14]([CH3:17])(=[O:16])=[O:15])[CH2:7]2.[CH:29]1([C:32](Cl)=[O:33])[CH2:31][CH2:30]1.CO, predict the reaction product. The product is: [CH:29]1([C:32]([NH:1][C:2]2[CH:3]=[CH:4][CH:5]=[C:6]3[C:10]=2[C:9](=[O:11])[N:8]([CH:12]([C:18]2[CH:23]=[CH:22][C:21]([O:24][CH3:25])=[C:20]([O:26][CH2:27][CH3:28])[CH:19]=2)[CH2:13][S:14]([CH3:17])(=[O:15])=[O:16])[CH2:7]3)=[O:33])[CH2:31][CH2:30]1.